This data is from Full USPTO retrosynthesis dataset with 1.9M reactions from patents (1976-2016). The task is: Predict the reactants needed to synthesize the given product. (1) Given the product [CH3:1][N:2]([CH3:16])[C:3]([C:5]1[S:6][C:7]2[N:8]=[CH:9][N:10]=[C:31]([S:32]([CH3:34])(=[O:28])=[O:33])[C:12]=2[N:13]=1)=[O:4], predict the reactants needed to synthesize it. The reactants are: [CH3:1][N:2]([CH3:16])[C:3]([C:5]1[S:6][C:7]2[N:8]=[CH:9][N:10]=C(SC)[C:12]=2[N:13]=1)=[O:4].ClCCl.ClC1C=C(C(OO)=[O:28])C=CC=1.[CH3:31][S:32]([CH3:34])=[O:33]. (2) Given the product [CH2:42]([O:49][C:50](=[O:51])[NH:52][C@H:53]([C:54](=[O:55])[NH:56][C@H:57]([C:6](=[O:25])[NH:7][C@@H:8]([CH2:18][C:19]1[CH:20]=[CH:21][CH:22]=[CH:23][CH:24]=1)[CH:9]([OH:17])[C:10](=[O:16])[NH:11][CH2:12][CH2:13][O:14][CH3:15])[CH2:61][C:62]1[C:70]2[C:65](=[CH:66][CH:67]=[CH:68][CH:69]=2)[NH:64][CH:63]=1)[CH3:71])[C:43]1[CH:44]=[CH:45][CH:46]=[CH:47][CH:48]=1, predict the reactants needed to synthesize it. The reactants are: C(O[C:6](=[O:25])[NH:7][C@@H:8]([CH2:18][C:19]1[CH:24]=[CH:23][CH:22]=[CH:21][CH:20]=1)[CH:9]([OH:17])[C:10](=[O:16])[NH:11][CH2:12][CH2:13][O:14][CH3:15])(C)(C)C.FC(F)(F)C(O)=O.C(N(CC)C(C)C)(C)C.[CH2:42]([O:49][C:50]([NH:52][C@@H:53]([CH3:71])[C:54]([NH:56][C@@H:57]([CH2:61][C:62]1[C:70]2[C:65](=[CH:66][CH:67]=[CH:68][CH:69]=2)[NH:64][CH:63]=1)C(O)=O)=[O:55])=[O:51])[C:43]1[CH:48]=[CH:47][CH:46]=[CH:45][CH:44]=1.CN(C(ON1N=NC2C=CC=NC1=2)=[N+](C)C)C.F[P-](F)(F)(F)(F)F. (3) Given the product [C:1]([O:5][C:6](=[O:21])[NH:7][C:8]1[CH:13]=[C:12]([O:14][CH3:15])[C:11]([C:16]([F:19])([F:18])[F:17])=[CH:10][C:9]=1[NH:20][C:27](=[O:26])[CH2:28][C:29](=[O:42])[C:30]1[CH:35]=[CH:34][CH:33]=[C:32]([C:36]2[CH:37]=[CH:38][N:39]=[CH:40][CH:41]=2)[CH:31]=1)([CH3:4])([CH3:2])[CH3:3], predict the reactants needed to synthesize it. The reactants are: [C:1]([O:5][C:6](=[O:21])[NH:7][C:8]1[CH:13]=[C:12]([O:14][CH3:15])[C:11]([C:16]([F:19])([F:18])[F:17])=[CH:10][C:9]=1[NH2:20])([CH3:4])([CH3:3])[CH3:2].C([O:26][C:27](=O)[CH2:28][C:29](=[O:42])[C:30]1[CH:35]=[CH:34][CH:33]=[C:32]([C:36]2[CH:41]=[CH:40][N:39]=[CH:38][CH:37]=2)[CH:31]=1)(C)(C)C. (4) Given the product [NH:4]1[C:5]([C:6]2[CH:7]=[CH:8][C:9]([CH2:12][CH2:13][CH:14](/[CH:26]=[CH:27]/[C:28]3[CH:33]=[CH:32][CH:31]=[CH:30][C:29]=3[O:34][CH2:35][C:36]3[CH:41]=[CH:40][CH:39]=[CH:38][C:37]=3[C:42]([F:43])([F:44])[F:45])[CH2:15][C:16]3[CH:17]=[CH:18][C:19]([C:20]([OH:22])=[O:21])=[CH:24][CH:25]=3)=[CH:10][CH:11]=2)=[N:1][N:2]=[N:3]1, predict the reactants needed to synthesize it. The reactants are: [NH:1]1[C:5]([C:6]2[CH:11]=[CH:10][C:9]([CH2:12][CH2:13][CH:14](/[CH:26]=[CH:27]/[C:28]3[CH:33]=[CH:32][CH:31]=[CH:30][C:29]=3[O:34][CH2:35][C:36]3[CH:41]=[CH:40][CH:39]=[CH:38][C:37]=3[C:42]([F:45])([F:44])[F:43])[CH2:15][C:16]3[CH:25]=[CH:24][C:19]([C:20]([O:22]C)=[O:21])=[CH:18][CH:17]=3)=[CH:8][CH:7]=2)=[N:4][N:3]=[N:2]1.[OH-].[Li+].Cl. (5) Given the product [Br:1][C:2]1[CH:10]=[CH:9][CH:8]=[C:7]2[C:3]=1[CH2:4][CH2:5][CH:6]2[O:11][Si:16]([C:13]([CH3:15])([CH3:14])[CH3:12])([CH3:18])[CH3:17], predict the reactants needed to synthesize it. The reactants are: [Br:1][C:2]1[CH:10]=[CH:9][CH:8]=[C:7]2[C:3]=1[CH2:4][CH2:5][CH:6]2[OH:11].[CH3:12][C:13]([Si:16](Cl)([CH3:18])[CH3:17])([CH3:15])[CH3:14].N1C=CN=C1. (6) Given the product [F:6][C:7]1[CH:14]=[C:13]([O:15][CH2:24][C:19]2[CH:20]=[CH:21][CH:22]=[CH:23][N:18]=2)[CH:12]=[CH:11][C:8]=1[CH:9]=[O:10], predict the reactants needed to synthesize it. The reactants are: CN(C)C=O.[F:6][C:7]1[CH:14]=[C:13]([OH:15])[CH:12]=[CH:11][C:8]=1[CH:9]=[O:10].[H-].[Na+].[N:18]1[CH:23]=[CH:22][CH:21]=[CH:20][C:19]=1[CH2:24]Cl. (7) The reactants are: Br[C:2]1[C:3]([NH:14][C:15]2[C:24]3[C:19](=[CH:20][C:21]([F:26])=[CH:22][C:23]=3[F:25])[N:18]=[C:17]([C:27]3[CH:32]=[CH:31][CH:30]=[CH:29][N:28]=3)[C:16]=2[CH3:33])=[CH:4][C:5]([N:8]2[CH2:13][CH2:12][O:11][CH2:10][CH2:9]2)=[N:6][CH:7]=1.[CH3:34][O:35][C:36]1[N:41]=[C:40]([CH3:42])[C:39](B(O)O)=[CH:38][CH:37]=1.C1(P(C2CCCCC2)C2CCCCC2)CCCCC1.[O-]P([O-])([O-])=O.[K+].[K+].[K+]. Given the product [F:25][C:23]1[CH:22]=[C:21]([F:26])[CH:20]=[C:19]2[C:24]=1[C:15]([NH:14][C:3]1[CH:4]=[C:5]([N:8]3[CH2:13][CH2:12][O:11][CH2:10][CH2:9]3)[N:6]=[CH:7][C:2]=1[C:39]1[C:40]([CH3:42])=[N:41][C:36]([O:35][CH3:34])=[CH:37][CH:38]=1)=[C:16]([CH3:33])[C:17]([C:27]1[CH:32]=[CH:31][CH:30]=[CH:29][N:28]=1)=[N:18]2, predict the reactants needed to synthesize it. (8) Given the product [ClH:19].[CH:20]([C:13]1[CH:12]=[CH:11][C:10]2[CH2:9][NH:8][CH2:17][CH:16]([CH3:18])[C:15]=2[N:14]=1)([CH3:22])[CH3:21], predict the reactants needed to synthesize it. The reactants are: C([N:8]1[CH2:17][CH:16]([CH3:18])[C:15]2[N:14]=[C:13]([Cl:19])[CH:12]=[CH:11][C:10]=2[CH2:9]1)C1C=CC=CC=1.[CH:20]([Mg]Cl)([CH3:22])[CH3:21]. (9) Given the product [F:25][C:26]1[CH:27]=[C:28]([NH:33][C:34]2[O:24][C:3]([C:4]([NH:6][C:7]3[CH:8]=[CH:9][C:10]([N:13]4[CH2:14][CH2:15][C:16]([CH3:23])([C:19]([O:21][CH3:22])=[O:20])[CH2:17][CH2:18]4)=[N:11][CH:12]=3)=[O:5])=[N:1][N:2]=2)[CH:29]=[CH:30][C:31]=1[F:32], predict the reactants needed to synthesize it. The reactants are: [NH:1]([C:3](=[O:24])[C:4]([NH:6][C:7]1[CH:8]=[CH:9][C:10]([N:13]2[CH2:18][CH2:17][C:16]([CH3:23])([C:19]([O:21][CH3:22])=[O:20])[CH2:15][CH2:14]2)=[N:11][CH:12]=1)=[O:5])[NH2:2].[F:25][C:26]1[CH:27]=[C:28]([N:33]=[C:34]=S)[CH:29]=[CH:30][C:31]=1[F:32].CCN=C=NCCCN(C)C.Cl.O.